Regression. Given two drug SMILES strings and cell line genomic features, predict the synergy score measuring deviation from expected non-interaction effect. From a dataset of NCI-60 drug combinations with 297,098 pairs across 59 cell lines. (1) Drug 1: CC1=C(C(=CC=C1)Cl)NC(=O)C2=CN=C(S2)NC3=CC(=NC(=N3)C)N4CCN(CC4)CCO. Drug 2: CN1C2=C(C=C(C=C2)N(CCCl)CCCl)N=C1CCCC(=O)O.Cl. Cell line: SNB-19. Synergy scores: CSS=9.23, Synergy_ZIP=-0.595, Synergy_Bliss=3.45, Synergy_Loewe=-8.41, Synergy_HSA=2.42. (2) Drug 1: C1=CC(=CC=C1CCCC(=O)O)N(CCCl)CCCl. Drug 2: CS(=O)(=O)OCCCCOS(=O)(=O)C. Cell line: NCIH23. Synergy scores: CSS=57.1, Synergy_ZIP=-0.353, Synergy_Bliss=1.09, Synergy_Loewe=-6.86, Synergy_HSA=2.92. (3) Drug 1: CC1=CC2C(CCC3(C2CCC3(C(=O)C)OC(=O)C)C)C4(C1=CC(=O)CC4)C. Drug 2: CN(CCCl)CCCl.Cl. Cell line: OVCAR-8. Synergy scores: CSS=5.10, Synergy_ZIP=0.431, Synergy_Bliss=4.89, Synergy_Loewe=0.0296, Synergy_HSA=2.45. (4) Drug 1: CCCS(=O)(=O)NC1=C(C(=C(C=C1)F)C(=O)C2=CNC3=C2C=C(C=N3)C4=CC=C(C=C4)Cl)F. Drug 2: C1=NC2=C(N=C(N=C2N1C3C(C(C(O3)CO)O)O)F)N. Cell line: HOP-62. Synergy scores: CSS=8.62, Synergy_ZIP=-4.25, Synergy_Bliss=-6.39, Synergy_Loewe=-10.2, Synergy_HSA=-7.49. (5) Drug 1: CC(C)(C#N)C1=CC(=CC(=C1)CN2C=NC=N2)C(C)(C)C#N. Drug 2: C1=NC2=C(N=C(N=C2N1C3C(C(C(O3)CO)O)F)Cl)N. Cell line: HCC-2998. Synergy scores: CSS=29.8, Synergy_ZIP=-1.05, Synergy_Bliss=1.75, Synergy_Loewe=-9.14, Synergy_HSA=-3.24. (6) Drug 1: CC12CCC(CC1=CCC3C2CCC4(C3CC=C4C5=CN=CC=C5)C)O. Drug 2: CC(C)(C#N)C1=CC(=CC(=C1)CN2C=NC=N2)C(C)(C)C#N. Cell line: M14. Synergy scores: CSS=3.76, Synergy_ZIP=0.178, Synergy_Bliss=2.45, Synergy_Loewe=1.16, Synergy_HSA=1.11.